From a dataset of Peptide-MHC class II binding affinity with 134,281 pairs from IEDB. Regression. Given a peptide amino acid sequence and an MHC pseudo amino acid sequence, predict their binding affinity value. This is MHC class II binding data. The peptide sequence is FLLSYGEKDFEDYRF. The MHC is DRB5_0101 with pseudo-sequence DRB5_0101. The binding affinity (normalized) is 0.312.